Dataset: Peptide-MHC class I binding affinity with 185,985 pairs from IEDB/IMGT. Task: Regression. Given a peptide amino acid sequence and an MHC pseudo amino acid sequence, predict their binding affinity value. This is MHC class I binding data. (1) The peptide sequence is SHSVSLVEW. The MHC is Mamu-B17 with pseudo-sequence Mamu-B17. The binding affinity (normalized) is 0.564. (2) The peptide sequence is LLSAWILTA. The MHC is HLA-A31:01 with pseudo-sequence HLA-A31:01. The binding affinity (normalized) is 0.133. (3) The peptide sequence is FRYEFTAPF. The MHC is HLA-B35:01 with pseudo-sequence HLA-B35:01. The binding affinity (normalized) is 0.366. (4) The peptide sequence is LEACYKRSV. The MHC is HLA-A25:01 with pseudo-sequence HLA-A25:01. The binding affinity (normalized) is 0.0847.